Dataset: Peptide-MHC class II binding affinity with 134,281 pairs from IEDB. Task: Regression. Given a peptide amino acid sequence and an MHC pseudo amino acid sequence, predict their binding affinity value. This is MHC class II binding data. (1) The peptide sequence is MLIESNLAGSNDNFL. The binding affinity (normalized) is 0.194. The MHC is DRB4_0101 with pseudo-sequence DRB4_0103. (2) The peptide sequence is INEPTAAAIAVGLDR. The MHC is HLA-DQA10401-DQB10402 with pseudo-sequence HLA-DQA10401-DQB10402. The binding affinity (normalized) is 0.637. (3) The peptide sequence is IFIFRDSDDWLNKYS. The MHC is DRB1_1301 with pseudo-sequence DRB1_1301. The binding affinity (normalized) is 0.359. (4) The peptide sequence is DASFKESFAIHLDYT. The MHC is H-2-IAb with pseudo-sequence H-2-IAb. The binding affinity (normalized) is 0.535. (5) The peptide sequence is GNEPMYAQVRKPKSR. The MHC is DRB1_1101 with pseudo-sequence DRB1_1101. The binding affinity (normalized) is 0.805. (6) The peptide sequence is PLYKLVHVFINTQYA. The MHC is DRB1_1101 with pseudo-sequence DRB1_1101. The binding affinity (normalized) is 0.487. (7) The peptide sequence is FVHLGHRDNIEDDLL. The binding affinity (normalized) is 0.465. The MHC is HLA-DQA10104-DQB10503 with pseudo-sequence HLA-DQA10104-DQB10503. (8) The peptide sequence is SGHAFGAMAKKGDEQ. The MHC is DRB1_0405 with pseudo-sequence DRB1_0405. The binding affinity (normalized) is 0.116. (9) The peptide sequence is LPISPLSNSLLRHHNMVYAT. The MHC is DRB1_0301 with pseudo-sequence DRB1_0301. The binding affinity (normalized) is 0.372.